From a dataset of Full USPTO retrosynthesis dataset with 1.9M reactions from patents (1976-2016). Predict the reactants needed to synthesize the given product. (1) Given the product [NH2:1][C:2]1[N:7]=[CH:6][N:5]=[C:4]([C:8]2[NH:12][C:11]([C:22]([OH:24])=[O:23])=[C:10]([C:27]3[CH:32]=[C:31]([Cl:33])[CH:30]=[CH:29][C:28]=3[CH3:34])[CH:9]=2)[CH:3]=1, predict the reactants needed to synthesize it. The reactants are: [NH2:1][C:2]1[N:7]=[CH:6][N:5]=[C:4]([C:8]2[N:12](S(C3C=CC=CC=3)(=O)=O)[C:11]([C:22]([O:24]CC)=[O:23])=[C:10]([C:27]3[CH:32]=[C:31]([Cl:33])[CH:30]=[CH:29][C:28]=3[CH3:34])[CH:9]=2)[CH:3]=1.O[Li].O. (2) Given the product [NH4+:5].[OH-:23].[Cl:1][C:2]1[CH:7]=[CH:6][N:5]=[CH:4][C:3]=1[C:8]1[NH:9][C:10]2[C:15]([C:16]=1[C:26]#[N:25])=[CH:14][CH:13]=[CH:12][CH:11]=2, predict the reactants needed to synthesize it. The reactants are: [Cl:1][C:2]1[CH:7]=[CH:6][N:5]=[CH:4][C:3]=1[C:8]1[N:9](C)[C:10]2[C:15]([CH:16]=1)=[CH:14][CH:13]=[CH:12][CH:11]=2.ClCCl.ClS([N:25]=[C:26]=O)(=O)=[O:23].